From a dataset of Experimentally validated miRNA-target interactions with 360,000+ pairs, plus equal number of negative samples. Binary Classification. Given a miRNA mature sequence and a target amino acid sequence, predict their likelihood of interaction. (1) The miRNA is hsa-miR-3660 with sequence ACUGACAGGAGAGCAUUUUGA. The protein sequence of the target gene is MEDFRGIAEESFPSFLTNSLFGNSGILENVTLSSNLGLPVAVSTLARDRSSTDNRYPDIQASYLVEGRFSVPSGSSPGSQSDAEPRERLQLSFQDDDSISRKKSYVESQRLSNALSKQSALQMETAGPEEEPAGATESLQGQDLFNRASPLEQAQDSPIDFHLQSWMNNKEPKIVVLDAGKHFEDKTLKSDLSHTSLLENEKLILPTSLEDSSDDDIDDEMFYDDHLEAYFEQLAIPGMIYEDLEGPEPPEKGFKLPTNGLRQANENGSLNCKFQSENNSSLISLDSHSSETTHKESEES.... Result: 0 (no interaction). (2) The miRNA is mmu-miR-200b-3p with sequence UAAUACUGCCUGGUAAUGAUGA. The protein sequence of the target gene is MELEGQWWRGQLAADIHQALRYKELKLPSYKGQSPQLNLRRYFADLIAIVSNRFTLCPPARHLAVYLLDLFMDRYDISIQQLHLVALSCLLLASKFEEKEDSVPKLEQLNSLGCMTNMNLVLTKQTLLHMELLLLETFQWNLCLPTAAHFIEYYLSEAVHETDLHDGWPMVCLEKTKLYMAKYADYFLEVSLQDYAFLNYAPSLVAAACVASSRIILRLSPTWPTRLHRLTAYSWDFLVQCIERLLLAHDNDVKEANKQRGQSAPQSTQLTVFQTAQPSRPVHFQQPQYLHQSSLQYRHP.... Result: 0 (no interaction). (3) The miRNA is mmu-miR-29a-5p with sequence ACUGAUUUCUUUUGGUGUUCAG. The protein sequence of the target gene is MWVLGIAATFCGLFLLPGFALQIQCYQCEEFQLNNDCSSPEFIVNCTVNVQDMCQKEVMEQSAGIMYRKSCASSAACLIASAGYQSFCSPGKLNSVCISCCNTPLCNGPRPKKRGSSASALRPGLRTTILFLKLALFSAHC. Result: 0 (no interaction). (4) The miRNA is mmu-miR-92a-2-5p with sequence AGGUGGGGAUUGGUGGCAUUAC. The protein sequence of the target gene is MISLTDTQKIGMGLTGFGVFFLFFGMILFFDKALLAIGNVLFVAGLAFVIGLERTFRFFFQKHKMKATGFFLGGVFVVLIGWPLIGMIFEIYGFFLLFRGFFPVVVGFIRRVPVLGSLLNLPGIRSFVDKVGESNNMV. Result: 0 (no interaction). (5) The protein sequence of the target gene is MALQMFVTYSPWNCLLLLVALECSEASSDLNESANSTAQYASNAWFAAASSEPEEGISVFELDYDYVQIPYEVTLWILLASLAKIGFHLYHRLPGLMPESCLLILVGALVGGIIFGTDHKSPPVMDSSIYFLYLLPPIVLEGGYFMPTRPFFENIGSILWWAVLGALINALGIGLSLYLICQVKAFGLGDVNLLQNLLFGSLISAVDPVAVLAVFEEARVNEQLYMMIFGEALLNDGITVVLYNMLIAFTKMHKFEDIETVDILAGCARFIVVGLGGVLFGIVFGFISAFITRFTQNISA.... The miRNA is hsa-miR-5692c with sequence AAUAAUAUCACAGUAGGUGUAC. Result: 1 (interaction). (6) Result: 0 (no interaction). The protein sequence of the target gene is MTALFLMSMLFGLTCGQAMSFCIPTEYTMHIERRECAYCLTINTTICAGYCMTRDINGKLFLPKYALSQDVCTYRDFIYRTVEIPGCPLHVAPYFSYPVALSCKCGKCNTDYSDCIHEAIKTNYCTKPQKSYLVGFSV. The miRNA is hsa-miR-6729-5p with sequence UGGGCGAGGGCGGCUGAGCGGC. (7) The miRNA is hsa-miR-6826-5p with sequence UCAAUAGGAAAGAGGUGGGACCU. The protein sequence of the target gene is MSAGDAVCTGWLVKSPPERKLQRYAWRKRWFVLRRGRMSGNPDVLEYYRNKHSSKPIRVIDLSECAVWKHVGPSFVRKEFQNNFVFIVKTTSRTFYLVAKTEQEMQVWVHSISQVCNLGHLEDGADSMESLSYTPSSLQPSSASSLLTAHAASSSLPRDDPNTNAVATEETRSESELLFLPDYLVLSNCETGRLHHTSLPTRCDSWSNSDRSLEQASFDDVFVDCLQPLPSSHLVHPSCHGSGAQEVPSSRPQAALIWSREINGPPRDHLSSSPLLESSLSSTIQVDKNQGSLPCGAKEL.... Result: 0 (no interaction).